This data is from Full USPTO retrosynthesis dataset with 1.9M reactions from patents (1976-2016). The task is: Predict the reactants needed to synthesize the given product. Given the product [C:7]([C:9]1[CH:10]=[CH:11][C:12]2[O:16][C:15]([CH:17]([C:18]3[C:26]([O:27][CH3:28])=[CH:25][C:24]([CH3:29])=[C:23]4[C:19]=3[CH:20]=[CH:21][N:22]4[C:30]([O:32][C:33]([CH3:34])([CH3:36])[CH3:35])=[O:31])[CH2:57][C:58]([O:60][CH3:61])=[O:59])=[N:14][C:13]=2[CH:37]=1)#[N:8], predict the reactants needed to synthesize it. The reactants are: CC(C)([O-])C.[K+].[C:7]([C:9]1[CH:10]=[CH:11][C:12]2[O:16][C:15]([CH2:17][C:18]3[C:26]([O:27][CH3:28])=[CH:25][C:24]([CH3:29])=[C:23]4[C:19]=3[CH:20]=[CH:21][N:22]4[C:30]([O:32][C:33]([CH3:36])([CH3:35])[CH3:34])=[O:31])=[N:14][C:13]=2[CH:37]=1)#[N:8].C1OCCOCCOCCOCCOCCOC1.Br[CH2:57][C:58]([O:60][CH3:61])=[O:59].